This data is from NCI-60 drug combinations with 297,098 pairs across 59 cell lines. The task is: Regression. Given two drug SMILES strings and cell line genomic features, predict the synergy score measuring deviation from expected non-interaction effect. (1) Drug 1: CC(C)NC(=O)C1=CC=C(C=C1)CNNC.Cl. Drug 2: CC12CCC3C(C1CCC2OP(=O)(O)O)CCC4=C3C=CC(=C4)OC(=O)N(CCCl)CCCl.[Na+]. Cell line: K-562. Synergy scores: CSS=49.3, Synergy_ZIP=-4.41, Synergy_Bliss=-8.73, Synergy_Loewe=-27.2, Synergy_HSA=-7.96. (2) Drug 1: CC(C1=C(C=CC(=C1Cl)F)Cl)OC2=C(N=CC(=C2)C3=CN(N=C3)C4CCNCC4)N. Drug 2: CS(=O)(=O)C1=CC(=C(C=C1)C(=O)NC2=CC(=C(C=C2)Cl)C3=CC=CC=N3)Cl. Cell line: RPMI-8226. Synergy scores: CSS=-5.83, Synergy_ZIP=3.78, Synergy_Bliss=5.06, Synergy_Loewe=-7.35, Synergy_HSA=-4.34.